From a dataset of Full USPTO retrosynthesis dataset with 1.9M reactions from patents (1976-2016). Predict the reactants needed to synthesize the given product. (1) Given the product [Cl:4][C:5]1[CH:10]=[CH:9][C:8]([NH:11][C:12]([CH:13]2[CH2:14][C:15](=[O:16])[NH:3][NH:2]2)=[O:19])=[C:7]([C:20](=[O:27])[NH:21][CH:22]([CH:24]2[CH2:26][CH2:25]2)[CH3:23])[CH:6]=1, predict the reactants needed to synthesize it. The reactants are: O.[NH2:2][NH2:3].[Cl:4][C:5]1[CH:10]=[CH:9][C:8]([NH:11][C:12](=[O:19])/[CH:13]=[CH:14]\[C:15](OC)=[O:16])=[C:7]([C:20](=[O:27])[NH:21][CH:22]([CH:24]2[CH2:26][CH2:25]2)[CH3:23])[CH:6]=1. (2) Given the product [C:1]([O:5][C:6](=[O:13])[NH:7][CH2:8][CH2:9][CH2:10][CH2:11][NH:12][CH:14]([C:17]1[CH:22]=[N:21][CH:20]=[CH:19][N:18]=1)[CH3:15])([CH3:4])([CH3:2])[CH3:3], predict the reactants needed to synthesize it. The reactants are: [C:1]([O:5][C:6](=[O:13])[NH:7][CH2:8][CH2:9][CH2:10][CH2:11][NH2:12])([CH3:4])([CH3:3])[CH3:2].[C:14]([C:17]1[CH:22]=[N:21][CH:20]=[CH:19][N:18]=1)(=O)[CH3:15].[BH4-].[Na+].